Dataset: Catalyst prediction with 721,799 reactions and 888 catalyst types from USPTO. Task: Predict which catalyst facilitates the given reaction. (1) Reactant: [Br:1]Br.[CH3:3][C:4]([C:6]1[CH:7]=[CH:8][C:9]([OH:12])=[CH:10][CH:11]=1)=[O:5].C(=O)(O)[O-].[Na+]. Product: [CH:7]1[C:6]([C:4]([CH2:3][Br:1])=[O:5])=[CH:11][CH:10]=[C:9]([OH:12])[CH:8]=1. The catalyst class is: 28. (2) Reactant: [NH2:1][C:2]1[C:11]([C:12]([OH:14])=[O:13])=[C:10]2[C:5]([CH:6]=[CH:7][CH:8]=[N:9]2)=[CH:4][CH:3]=1.[Cl:15][C:16]1[C:17]([N:22]2[C:26]([C:27](O)=O)=[CH:25][C:24]([C:30]([F:33])([F:32])[F:31])=[N:23]2)=[N:18][CH:19]=[CH:20][CH:21]=1.N1C=CC=CC=1.CS(Cl)(=O)=O. The catalyst class is: 7. Product: [Cl:15][C:16]1[C:17]([N:22]2[C:26]([C:27]3[O:13][C:12](=[O:14])[C:11]4[C:10]5[C:5](=[CH:6][CH:7]=[CH:8][N:9]=5)[CH:4]=[CH:3][C:2]=4[N:1]=3)=[CH:25][C:24]([C:30]([F:33])([F:31])[F:32])=[N:23]2)=[N:18][CH:19]=[CH:20][CH:21]=1. (3) Reactant: [CH2:1]1[C:10]2[C:5](=[CH:6][CH:7]=[C:8]([C:11]#[N:12])[CH:9]=2)[CH2:4][CH2:3][NH:2]1. Product: [CH2:1]1[C:10]2[C:5](=[CH:6][CH:7]=[C:8]([CH2:11][NH2:12])[CH:9]=2)[CH2:4][CH2:3][NH:2]1. The catalyst class is: 227.